Task: Predict the reaction yield, written as a fraction of the theoretical maximum amount of product (1.0 means a 100% yield; for example, 0.34 means a 34% yield).. Dataset: Reaction yield outcomes from USPTO patents with 853,638 reactions (1) The reactants are Br[C:2](Br)=[CH:3][C:4]1[CH:9]=[CH:8][C:7]([O:10][CH3:11])=[C:6]([O:12][CH2:13][CH3:14])[CH:5]=1.[Li]CCCC. No catalyst specified. The product is [CH2:13]([O:12][C:6]1[CH:5]=[C:4]([C:3]#[CH:2])[CH:9]=[CH:8][C:7]=1[O:10][CH3:11])[CH3:14]. The yield is 0.990. (2) The reactants are [NH:1]1[C:9]2[C:4](=[CH:5][CH:6]=[CH:7][CH:8]=2)[CH:3]=[C:2]1[C:10](O)=[O:11]. The catalyst is C1COCC1. The product is [OH:11][CH2:10][C:2]1[NH:1][C:9]2[C:4]([CH:3]=1)=[CH:5][CH:6]=[CH:7][CH:8]=2. The yield is 0.810.